This data is from Catalyst prediction with 721,799 reactions and 888 catalyst types from USPTO. The task is: Predict which catalyst facilitates the given reaction. Reactant: Cl.[O:2]1[CH2:6][CH2:5][CH:4]([CH2:7][NH2:8])[CH2:3]1.C(N(CC)CC)C.[CH2:16]1[C:25]2[C:20](=[CH:21][CH:22]=[CH:23][CH:24]=2)[CH2:19][CH2:18][CH:17]1[CH2:26][O:27][CH2:28][C:29]1[O:33][N:32]=[C:31]([C:34](O)=[O:35])[CH:30]=1.ON1C2C=CC=CC=2N=N1.Cl.C(N=C=NCCCN(C)C)C.Cl. Product: [O:2]1[CH2:6][CH2:5][CH:4]([CH2:7][NH:8][C:34]([C:31]2[CH:30]=[C:29]([CH2:28][O:27][CH2:26][CH:17]3[CH2:18][CH2:19][C:20]4[C:25](=[CH:24][CH:23]=[CH:22][CH:21]=4)[CH2:16]3)[O:33][N:32]=2)=[O:35])[CH2:3]1. The catalyst class is: 22.